This data is from Reaction yield outcomes from USPTO patents with 853,638 reactions. The task is: Predict the reaction yield, written as a fraction of the theoretical maximum amount of product (1.0 means a 100% yield; for example, 0.34 means a 34% yield). (1) The product is [F:13][C:14]1[CH:19]=[CH:18][C:17]([F:20])=[CH:16][C:15]=1[O:21][C:4]1[CH:9]=[CH:8][C:7]([N+:10]([O-:12])=[O:11])=[CH:6][CH:5]=1. The yield is 0.810. The catalyst is CN(C)C=O.O.Cl[Cu]. The reactants are [H-].[Na+].F[C:4]1[CH:9]=[CH:8][C:7]([N+:10]([O-:12])=[O:11])=[CH:6][CH:5]=1.[F:13][C:14]1[CH:19]=[CH:18][C:17]([F:20])=[CH:16][C:15]=1[OH:21]. (2) No catalyst specified. The product is [C:1]([O:5][N:6]=[C:7]1[C:16]2[C:11](=[CH:12][C:13]([O:35][CH2:28][CH2:29][CH2:30][Cl:31])=[CH:14][CH:15]=2)[O:10][C:9]([C:17]2[N:22]=[CH:21][N:20]3[CH:23]=[CH:24][CH:25]=[C:19]3[CH:18]=2)=[CH:8]1)([CH3:2])([CH3:3])[CH3:4]. The yield is 1.00. The reactants are [C:1]([O:5][N:6]=[C:7]1[C:16]2[C:11](=[CH:12][CH:13]=[CH:14][CH:15]=2)[O:10][C:9]([C:17]2[N:22]=[CH:21][N:20]3[C:23](O)=[CH:24][CH:25]=[C:19]3[CH:18]=2)=[CH:8]1)([CH3:4])([CH3:3])[CH3:2].Br[CH2:28][CH2:29][CH2:30][Cl:31].CN(C)C=[O:35].